From a dataset of CYP3A4 inhibition data for predicting drug metabolism from PubChem BioAssay. Regression/Classification. Given a drug SMILES string, predict its absorption, distribution, metabolism, or excretion properties. Task type varies by dataset: regression for continuous measurements (e.g., permeability, clearance, half-life) or binary classification for categorical outcomes (e.g., BBB penetration, CYP inhibition). Dataset: cyp3a4_veith. (1) The drug is COC(=O)c1ccccc1OCC(=O)N1CCN(c2ccc(Cl)cc2)CC1. The result is 1 (inhibitor). (2) The drug is Cl.O=C(NCCOC(=O)c1ccc(C(=O)OCCNC(=O)c2cccnc2)s1)c1cccnc1. The result is 1 (inhibitor). (3) The drug is CC(=O)C[C@H](c1ccc([N+](=O)[O-])cc1)c1c(O)c2ccccc2oc1=O. The result is 0 (non-inhibitor). (4) The drug is C/C(=N\NC(=O)c1[nH]c2c([N+](=O)[O-])cc(C)cc2c1-c1ccccc1)c1cccnc1. The result is 1 (inhibitor). (5) The molecule is CNc1ncnc2c1ncn2[C@@H]1O[C@H](CO)[C@@H](O)[C@@H]1O. The result is 0 (non-inhibitor). (6) The molecule is COc1cc(/C=N/NC(=O)c2cccnc2)ccc1OC(=O)c1ccco1. The result is 1 (inhibitor).